The task is: Predict the reactants needed to synthesize the given product.. This data is from Full USPTO retrosynthesis dataset with 1.9M reactions from patents (1976-2016). (1) Given the product [Cl:1][C:2]1[CH:7]=[CH:6][C:5]([C:8](=[O:20])[NH:9][CH:10]([C:14]2[CH:15]=[CH:16][CH:17]=[CH:18][CH:19]=2)[CH2:11][CH2:12][OH:13])=[CH:4][C:3]=1[NH:21][C:22]([C:24]1[C:35](=[O:36])[NH:34][C:27]2[N:28]=[C:29]([S:46]([CH3:39])(=[O:48])=[O:45])[N:30]=[CH:31][C:26]=2[CH:25]=1)=[O:23], predict the reactants needed to synthesize it. The reactants are: [Cl:1][C:2]1[CH:7]=[CH:6][C:5]([C:8](=[O:20])[NH:9][CH:10]([C:14]2[CH:19]=[CH:18][CH:17]=[CH:16][CH:15]=2)[CH2:11][CH2:12][OH:13])=[CH:4][C:3]=1[NH:21][C:22]([C:24]1[C:35](=[O:36])[NH:34][C:27]2[N:28]=[C:29](SC)[N:30]=[CH:31][C:26]=2[CH:25]=1)=[O:23].CO.[CH2:39]1COCC1.O[O:45][S:46]([O-:48])=O.[K+]. (2) Given the product [CH3:1][C:2]1[CH:8]=[C:7]([CH:9]([C:10]([F:11])([F:12])[F:13])[C:14]([F:16])([F:17])[F:15])[C:6]([CH2:19][CH2:20][CH3:21])=[CH:5][C:3]=1[NH2:4], predict the reactants needed to synthesize it. The reactants are: [CH3:1][C:2]1[CH:8]=[C:7]([C:9](F)([C:14]([F:17])([F:16])[F:15])[C:10]([F:13])([F:12])[F:11])[C:6]([CH2:19][CH2:20][CH3:21])=[CH:5][C:3]=1[NH2:4].[BH4-].[Na+].C(O)(=O)C. (3) Given the product [CH3:12][C:11]([NH:10][S:7]([C:5]1[S:6][C:2]([C:23]2[CH:24]=[C:25]3[C:29](=[C:30]([C:32]([NH2:34])=[O:33])[CH:31]=2)[NH:28][CH:27]=[CH:26]3)=[CH:3][CH:4]=1)(=[O:9])=[O:8])([CH3:14])[CH3:13], predict the reactants needed to synthesize it. The reactants are: Br[C:2]1[S:6][C:5]([S:7]([NH:10][C:11]([CH3:14])([CH3:13])[CH3:12])(=[O:9])=[O:8])=[CH:4][CH:3]=1.CC1(C)C(C)(C)OB([C:23]2[CH:24]=[C:25]3[C:29](=[C:30]([C:32]([NH2:34])=[O:33])[CH:31]=2)[NH:28][CH:27]=[CH:26]3)O1.C(=O)([O-])[O-].[K+].[K+]. (4) Given the product [Cl:1][C:2]1[CH:7]=[CH:6][CH:5]=[CH:4][C:3]=1[S:8]([N:11]1[CH2:22][CH2:21][C:14]2([C:19](=[O:20])[N:18]([C:24]3[CH:29]=[CH:28][C:27]([C:30]([F:33])([F:32])[F:31])=[CH:26][CH:25]=3)[CH2:17][CH2:16][CH2:15]2)[CH2:13][CH2:12]1)(=[O:9])=[O:10], predict the reactants needed to synthesize it. The reactants are: [Cl:1][C:2]1[CH:7]=[CH:6][CH:5]=[CH:4][C:3]=1[S:8]([N:11]1[CH2:22][CH2:21][C:14]2([C:19](=[O:20])[NH:18][CH2:17][CH2:16][CH2:15]2)[CH2:13][CH2:12]1)(=[O:10])=[O:9].I[C:24]1[CH:29]=[CH:28][C:27]([C:30]([F:33])([F:32])[F:31])=[CH:26][CH:25]=1. (5) Given the product [CH3:1][NH:2][C:3]([C:5]1[C:6](=[O:19])[C:7]2[CH:12]=[N:11][C:10]([C:34]3[CH:33]=[CH:32][C:31]([NH:30][C:28]([NH:27][CH2:26][C:22]4[CH:21]=[N:20][CH:25]=[CH:24][CH:23]=4)=[O:29])=[CH:36][CH:35]=3)=[N:9][C:8]=2[N:14]([CH2:17][CH3:18])[C:15]=1[NH2:16])=[O:4], predict the reactants needed to synthesize it. The reactants are: [CH3:1][NH:2][C:3]([C:5]1[C:6](=[O:19])[C:7]2[CH:12]=[N:11][C:10](Cl)=[N:9][C:8]=2[N:14]([CH2:17][CH3:18])[C:15]=1[NH2:16])=[O:4].[N:20]1[CH:25]=[CH:24][CH:23]=[C:22]([CH2:26][NH:27][C:28]([NH:30][C:31]2[CH:36]=[CH:35][C:34](B3OC(C)(C)C(C)(C)O3)=[CH:33][CH:32]=2)=[O:29])[CH:21]=1.C([O-])([O-])=O.[Na+].[Na+].